Dataset: Reaction yield outcomes from USPTO patents with 853,638 reactions. Task: Predict the reaction yield, written as a fraction of the theoretical maximum amount of product (1.0 means a 100% yield; for example, 0.34 means a 34% yield). (1) The reactants are ClC1C=[C:4]([NH:16][C:17]2[C:26]3[C:21](=[CH:22][CH:23]=[CH:24][C:25]=3[O:27][CH2:28][CH2:29][NH:30][CH2:31][CH2:32][OH:33])[N:20]=[CH:19][N:18]=2)[CH:5]=[CH:6][C:7]=1[O:8][CH2:9][C:10]1[CH:15]=[CH:14][CH:13]=[CH:12][N:11]=1.C([O:37][CH2:38][C:39](Cl)=[O:40])(=O)C.[CH3:42]CN(C(C)C)C(C)C.N.[CH2:52]([Cl:54])Cl. The catalyst is CO. The product is [Cl:54][C:52]1[CH:42]=[C:4]([NH:16][C:17]2[C:26]3[C:21](=[CH:22][CH:23]=[CH:24][C:25]=3[O:27][CH2:28][CH2:29][N:30]([CH2:31][CH2:32][OH:33])[C:38](=[O:37])[CH2:39][OH:40])[N:20]=[CH:19][N:18]=2)[CH:5]=[CH:6][C:7]=1[O:8][CH2:9][C:10]1[CH:15]=[CH:14][CH:13]=[CH:12][N:11]=1. The yield is 0.300. (2) The catalyst is C(OCC)(=O)C. The reactants are [Cl-].O[NH3+:3].[C:4](=[O:7])([O-])[OH:5].[Na+].CS(C)=O.[CH3:13][C:14]1[N:49]=[C:17]2[N:18]([CH2:41][C:42]3[CH:47]=[CH:46][C:45]([F:48])=[CH:44][CH:43]=3)[C:19](=[O:40])[C:20]([CH2:25][C:26]3[CH:31]=[CH:30][C:29]([C:32]4[C:33]([C:38]#[N:39])=[CH:34][CH:35]=[CH:36][CH:37]=4)=[CH:28][CH:27]=3)=[C:21]([CH2:22][CH2:23][CH3:24])[N:16]2[N:15]=1. The yield is 0.410. The product is [F:48][C:45]1[CH:46]=[CH:47][C:42]([CH2:41][N:18]2[C:19](=[O:40])[C:20]([CH2:25][C:26]3[CH:27]=[CH:28][C:29]([C:32]4[CH:37]=[CH:36][CH:35]=[CH:34][C:33]=4[C:38]4[NH:3][C:4](=[O:7])[O:5][N:39]=4)=[CH:30][CH:31]=3)=[C:21]([CH2:22][CH2:23][CH3:24])[N:16]3[N:15]=[C:14]([CH3:13])[N:49]=[C:17]23)=[CH:43][CH:44]=1. (3) The reactants are [C:1]([O:5][C:6]([N:8]1[CH2:13][CH2:12][CH:11]([C:14]([OH:16])=O)[CH2:10][CH2:9]1)=[O:7])([CH3:4])([CH3:3])[CH3:2].CN1CCOCC1.CC(C)CC(Cl)=O.[Cl-].[F:32][C:33]1[CH:38]=[CH:37][C:36]([C:39](=[O:42])[CH2:40][NH3+:41])=[CH:35][C:34]=1[C:43]([F:46])([F:45])[F:44]. The catalyst is C1COCC1. The product is [F:32][C:33]1[CH:38]=[CH:37][C:36]([C:39](=[O:42])[CH2:40][NH:41][C:14]([CH:11]2[CH2:10][CH2:9][N:8]([C:6]([O:5][C:1]([CH3:2])([CH3:3])[CH3:4])=[O:7])[CH2:13][CH2:12]2)=[O:16])=[CH:35][C:34]=1[C:43]([F:44])([F:45])[F:46]. The yield is 0.715. (4) The reactants are C1C(=O)N([Br:8])C(=O)C1.Cl.[F:10][C:11]1[C:12]([NH2:17])=[N:13][CH:14]=[CH:15][CH:16]=1. The catalyst is C(#N)C. The product is [Br:8][C:15]1[CH:16]=[C:11]([F:10])[C:12]([NH2:17])=[N:13][CH:14]=1. The yield is 0.920. (5) The reactants are [H-].[Na+].[Si]([CH:10]1[C:15](=[O:16])[NH:14][C:13]2[CH:17]=[C:18]([CH2:21][OH:22])[CH:19]=[CH:20][C:12]=2[O:11]1)(C(C)(C)C)(C)C.[CH3:23][O:24][C:25](=[O:28])[CH2:26]Cl.Cl. The catalyst is CN(C=O)C.O. The product is [CH3:23][O:24][C:25](=[O:28])[CH2:26][N:14]1[C:13]2[CH:17]=[C:18]([CH2:21][OH:22])[CH:19]=[CH:20][C:12]=2[O:11][CH2:10][C:15]1=[O:16]. The yield is 0.700. (6) The catalyst is CN(C=O)C. The product is [Br:1][C:2]1[N:3]=[C:4]2[CH:9]=[CH:10][N:8]([S:23]([C:20]3[CH:21]=[CH:22][C:17]([CH3:27])=[CH:18][CH:19]=3)(=[O:25])=[O:24])[C:5]2=[N:6][CH:7]=1. The reactants are [Br:1][C:2]1[N:3]=[C:4]([C:9]#[C:10][Si](C)(C)C)[C:5]([NH2:8])=[N:6][CH:7]=1.[H-].[Na+].[C:17]1([CH3:27])[CH:22]=[CH:21][C:20]([S:23](Cl)(=[O:25])=[O:24])=[CH:19][CH:18]=1. The yield is 0.520. (7) The reactants are [OH:1][CH2:2][CH:3]1[CH2:8][CH2:7][CH2:6][N:5]([C:9]([O:11][C:12]([CH3:15])([CH3:14])[CH3:13])=[O:10])[CH2:4]1.[S:16](Cl)([C:19]1[CH:25]=[CH:24][C:22]([CH3:23])=[CH:21][CH:20]=1)(=[O:18])=[O:17]. The product is [CH3:23][C:22]1[CH:24]=[CH:25][C:19]([S:16]([O:1][CH2:2][CH:3]2[CH2:8][CH2:7][CH2:6][N:5]([C:9]([O:11][C:12]([CH3:15])([CH3:14])[CH3:13])=[O:10])[CH2:4]2)(=[O:18])=[O:17])=[CH:20][CH:21]=1. The yield is 0.880. The catalyst is N1C=CC=CC=1. (8) The reactants are [F:1][C:2]1[CH:7]=[C:6]([F:8])[CH:5]=[CH:4][C:3]=1[C:9]1[CH:14]=[CH:13][CH:12]=[C:11]([N:15]2[CH2:20][CH2:19][N:18](C(OC(C)(C)C)=O)[CH2:17][CH2:16]2)[CH:10]=1. The catalyst is FC(F)(F)C(O)=O.C(Cl)Cl. The product is [F:1][C:2]1[CH:7]=[C:6]([F:8])[CH:5]=[CH:4][C:3]=1[C:9]1[CH:14]=[CH:13][CH:12]=[C:11]([N:15]2[CH2:16][CH2:17][NH:18][CH2:19][CH2:20]2)[CH:10]=1. The yield is 0.970. (9) The reactants are [CH:1]1([CH2:6][CH:7]([N:11]2[C:16](=[O:17])[CH:15]=[C:14]([O:18][C:19]3[C:28]4[CH2:27][CH2:26][CH2:25][CH2:24][C:23]=4[CH:22]=[CH:21][CH:20]=3)[CH:13]=[N:12]2)[C:8](O)=[O:9])[CH2:5][CH2:4][CH2:3][CH2:2]1.[CH3:29][O:30][C:31](=[O:39])[C:32]1[CH:37]=[CH:36][C:35]([NH2:38])=[N:34][CH:33]=1. No catalyst specified. The product is [CH3:29][O:30][C:31](=[O:39])[C:32]1[CH:37]=[CH:36][C:35]([NH:38][C:8](=[O:9])[CH:7]([N:11]2[C:16](=[O:17])[CH:15]=[C:14]([O:18][C:19]3[C:24]4[CH2:25][CH2:26][CH2:27][CH2:28][C:23]=4[CH:22]=[CH:21][CH:20]=3)[CH:13]=[N:12]2)[CH2:6][CH:1]2[CH2:2][CH2:3][CH2:4][CH2:5]2)=[N:34][CH:33]=1. The yield is 0.380.